This data is from Catalyst prediction with 721,799 reactions and 888 catalyst types from USPTO. The task is: Predict which catalyst facilitates the given reaction. (1) Reactant: C(OC([N:8]1[CH2:13][CH2:12][N:11]([C:14]2[CH:19]=[CH:18][C:17]([NH:20][C:21](=[O:27])[CH:22]([CH2:25][CH3:26])[CH2:23][CH3:24])=[CH:16][C:15]=2[F:28])[CH2:10][CH2:9]1)=O)(C)(C)C.CCO.[ClH:32]. Product: [CH2:25]([CH:22]([CH2:23][CH3:24])[C:21]([NH:20][C:17]1[CH:18]=[CH:19][C:14]([N:11]2[CH2:10][CH2:9][NH:8][CH2:13][CH2:12]2)=[C:15]([F:28])[CH:16]=1)=[O:27])[CH3:26].[ClH:32]. The catalyst class is: 12. (2) Reactant: [CH3:1][C:2]1([CH3:14])[C:6]([CH3:8])([CH3:7])[O:5][B:4]([C:9]2[CH:10]=[N:11][NH:12][CH:13]=2)[O:3]1.Br[CH2:16][CH:17]([OH:19])[CH3:18].C(=O)([O-])[O-].[Cs+].[Cs+]. Product: [CH3:1][C:2]1([CH3:14])[C:6]([CH3:7])([CH3:8])[O:5][B:4]([C:9]2[CH:13]=[N:12][N:11]([CH2:16][CH:17]([OH:19])[CH3:18])[CH:10]=2)[O:3]1. The catalyst class is: 3.